This data is from Forward reaction prediction with 1.9M reactions from USPTO patents (1976-2016). The task is: Predict the product of the given reaction. (1) Given the reactants N[CH2:2][CH2:3][OH:4].C(O[BH-](O[C:15](=[O:17])[CH3:16])OC(=O)C)(=O)C.[Na+].C1(P(C2C=CC=CC=2)C2C=CC=CC=2)C=CC=CC=1.[NH:38]1C=CN=C1.II.C(OC1(C[C:56]2[CH:61]=[CH:60][C:59]([F:62])=[CH:58][CH:57]=2)CCNCC1)(=O)C.[CH:63]([N:66]([CH:69]([CH3:71])C)[CH2:67][CH3:68])([CH3:65])C.[Br:72][C:73]1[CH:74]=[CH:75][C:76]([O:84][CH3:85])=[C:77](/[CH:79]=C/C(O)=O)[CH:78]=1.F[B-](F)(F)F.N1(OC(N(C)C)=[N+](C)C)C2C=CC=CC=2N=N1, predict the reaction product. The product is: [Br:72][C:73]1[CH:74]=[CH:75][C:76]([O:84][CH3:85])=[C:77](/[CH:79]=[CH:2]/[C:3]([NH:38][CH2:71][CH2:69][N:66]2[CH2:63][CH2:65][C:15]([CH2:16][C:56]3[CH:57]=[CH:58][C:59]([F:62])=[CH:60][CH:61]=3)([OH:17])[CH2:68][CH2:67]2)=[O:4])[CH:78]=1. (2) Given the reactants [CH3:1][C:2]1[NH:3][C:4](=O)[C:5]([C:8]([O:10][CH2:11][CH3:12])=[O:9])=[CH:6][N:7]=1.P(Cl)(Cl)([Cl:16])=O, predict the reaction product. The product is: [Cl:16][C:4]1[C:5]([C:8]([O:10][CH2:11][CH3:12])=[O:9])=[CH:6][N:7]=[C:2]([CH3:1])[N:3]=1. (3) Given the reactants [H-].[Na+].[OH:3][CH2:4][CH2:5][NH:6][C:7](=[O:9])[CH3:8].[CH2:10]([C@H:17]1[N:22]([C:23]([C:25]2[N:26]=[CH:27][N:28]([CH:36]3[CH2:43][CH2:42][CH2:41][CH2:40][C:37]43[O:39][CH2:38]4)[C:29]=2[C:30]2[CH:35]=[CH:34][CH:33]=[CH:32][CH:31]=2)=[O:24])[CH2:21][CH2:20][N:19]([C:44]([O:46][C:47]([CH3:50])([CH3:49])[CH3:48])=[O:45])[CH2:18]1)[C:11]1[CH:16]=[CH:15][CH:14]=[CH:13][CH:12]=1.C(=O)(O)[O-].[Na+], predict the reaction product. The product is: [C:7]([NH:6][CH2:5][CH2:4][O:3][CH2:38][C:37]1([OH:39])[CH2:40][CH2:41][CH2:42][CH2:43][CH:36]1[N:28]1[C:29]([C:30]2[CH:31]=[CH:32][CH:33]=[CH:34][CH:35]=2)=[C:25]([C:23]([N:22]2[CH2:21][CH2:20][N:19]([C:44]([O:46][C:47]([CH3:48])([CH3:49])[CH3:50])=[O:45])[CH2:18][C@H:17]2[CH2:10][C:11]2[CH:12]=[CH:13][CH:14]=[CH:15][CH:16]=2)=[O:24])[N:26]=[CH:27]1)(=[O:9])[CH3:8]. (4) Given the reactants [OH:1][CH:2]1[CH:9]([CH3:10])[CH2:8][CH2:7][CH2:6][N:5](C(OC(C)(C)C)=O)[CH2:4][CH2:3]1.Cl.CO, predict the reaction product. The product is: [CH3:10][CH:9]1[CH2:8][CH2:7][CH2:6][NH:5][CH2:4][CH2:3][CH:2]1[OH:1]. (5) Given the reactants [OH:1][C:2]1[CH:3]=[CH:4][CH:5]=[C:6]2[C:10]=1[NH:9][CH:8]=[CH:7]2.[CH2:11](Br)[CH3:12].C([O-])([O-])=O.[Cs+].[Cs+], predict the reaction product. The product is: [CH2:11]([O:1][C:2]1[CH:3]=[CH:4][CH:5]=[C:6]2[C:10]=1[NH:9][CH:8]=[CH:7]2)[CH3:12].